This data is from Reaction yield outcomes from USPTO patents with 853,638 reactions. The task is: Predict the reaction yield, written as a fraction of the theoretical maximum amount of product (1.0 means a 100% yield; for example, 0.34 means a 34% yield). (1) The yield is 0.670. The product is [CH:1]([CH:4]1[CH2:9][CH2:8][CH2:7][CH:6]([CH:10]([CH3:15])[CH:11]([CH3:14])[CH:12]=[O:13])[CH2:5]1)([CH3:3])[CH3:2]. The reactants are [CH:1]([CH:4]1[CH2:9][CH2:8][CH2:7][CH:6]([CH:10]([CH3:15])[C:11](=[CH2:14])[CH:12]=[O:13])[CH2:5]1)([CH3:3])[CH3:2]. The catalyst is CO.[Pd]. (2) The reactants are [OH:1][C@H:2]1[CH2:7][CH2:6][C@H:5]([N:8]2[C:13](=[O:14])[C:12]([CH2:15][C:16]3[CH:21]=[CH:20][C:19]([C:22]4[C:23]([C:28]#[N:29])=[CH:24][CH:25]=[CH:26][CH:27]=4)=[C:18]([CH3:30])[CH:17]=3)=[C:11]([CH2:31][CH2:32][CH3:33])[N:10]3[N:34]=[C:35]([CH3:37])[N:36]=[C:9]23)[CH2:4][CH2:3]1.[N+](=[CH:40][C:41]([O:43][CH2:44][CH3:45])=[O:42])=[N-].O. The catalyst is C1(C)C=CC=CC=1.C([O-])(=O)C.[Rh+]. The product is [C:28]([C:23]1[CH:24]=[CH:25][CH:26]=[CH:27][C:22]=1[C:19]1[CH:20]=[CH:21][C:16]([CH2:15][C:12]2[C:13](=[O:14])[N:8]([C@H:5]3[CH2:6][CH2:7][C@H:2]([O:1][CH2:40][C:41]([O:43][CH2:44][CH3:45])=[O:42])[CH2:3][CH2:4]3)[C:9]3[N:10]([N:34]=[C:35]([CH3:37])[N:36]=3)[C:11]=2[CH2:31][CH2:32][CH3:33])=[CH:17][C:18]=1[CH3:30])#[N:29]. The yield is 0.600. (3) The reactants are [O:1]([C:8]1[CH:13]=[CH:12][C:11]([NH:14][C:15]2[N:20]=[CH:19][N:18]=[C:17]([NH:21][C:22]3[CH:23]=[C:24]([CH:28]=[CH:29][CH:30]=3)[C:25](O)=[O:26])[CH:16]=2)=[CH:10][CH:9]=1)[C:2]1[CH:7]=[CH:6][CH:5]=[CH:4][CH:3]=1.[CH3:31][NH:32][O:33][CH3:34].Cl.CCN=C=NCCCN(C)C.Cl.C1C=CC2N(O)N=NC=2C=1.CCN(C(C)C)C(C)C. The catalyst is CN(C=O)C. The product is [CH3:34][O:33][N:32]([CH3:31])[C:25](=[O:26])[C:24]1[CH:28]=[CH:29][CH:30]=[C:22]([NH:21][C:17]2[CH:16]=[C:15]([NH:14][C:11]3[CH:12]=[CH:13][C:8]([O:1][C:2]4[CH:3]=[CH:4][CH:5]=[CH:6][CH:7]=4)=[CH:9][CH:10]=3)[N:20]=[CH:19][N:18]=2)[CH:23]=1. The yield is 0.445. (4) The reactants are C(OC([N:8]1[C:16]2[CH2:15][CH2:14][N:13]([C:17]3[N:18]([CH2:27][CH3:28])[N:19]=[C:20]([C:22]4([O:25][CH3:26])[CH2:24][CH2:23]4)[CH:21]=3)[CH2:12][C:11]=2[CH:10]=[C:9]1[C:29]1[C:34]([F:35])=[CH:33][CH:32]=[CH:31][C:30]=1[F:36])=O)(C)(C)C.C([O-])([O-])=O.[K+].[K+]. The catalyst is CO. The product is [F:35][C:34]1[CH:33]=[CH:32][CH:31]=[C:30]([F:36])[C:29]=1[C:9]1[NH:8][C:16]2[CH2:15][CH2:14][N:13]([C:17]3[N:18]([CH2:27][CH3:28])[N:19]=[C:20]([C:22]4([O:25][CH3:26])[CH2:23][CH2:24]4)[CH:21]=3)[CH2:12][C:11]=2[CH:10]=1. The yield is 0.640. (5) The reactants are [Cl:1]N1C(=O)CCC1=O.[CH:9]1[C:18]2[C:13](=[CH:14][CH:15]=[CH:16][CH:17]=2)[CH:12]=[CH:11][C:10]=1[OH:19]. The catalyst is C(Cl)Cl.[Cl-].[Cl-].[Cl-].[Cl-].[Zr+4]. The product is [Cl:1][C:9]1[C:18]2[C:13](=[CH:14][CH:15]=[CH:16][CH:17]=2)[CH:12]=[CH:11][C:10]=1[OH:19]. The yield is 0.780. (6) The reactants are [CH2:1]([O:8][CH2:9][CH2:10][CH2:11][CH2:12][O:13][C:14]1([C:38]2[CH:43]=[CH:42][CH:41]=[CH:40][C:39]=2[CH3:44])[CH2:17][N:16]([C:18](=[O:37])[C@H:19]([NH:29]C(=O)OC(C)(C)C)[CH2:20][C:21]2[CH:26]=[CH:25][C:24]([O:27][CH3:28])=[CH:23][CH:22]=2)[CH2:15]1)[C:2]1[CH:7]=[CH:6][CH:5]=[CH:4][CH:3]=1.[F:45][C:46]([F:51])([F:50])[C:47]([OH:49])=[O:48]. The catalyst is ClCCl. The product is [F:45][C:46]([F:51])([F:50])[C:47]([OH:49])=[O:48].[NH2:29][CH:19]([CH2:20][C:21]1[CH:26]=[CH:25][C:24]([O:27][CH3:28])=[CH:23][CH:22]=1)[C:18]([N:16]1[CH2:17][C:14]([O:13][CH2:12][CH2:11][CH2:10][CH2:9][O:8][CH2:1][C:2]2[CH:7]=[CH:6][CH:5]=[CH:4][CH:3]=2)([C:38]2[CH:43]=[CH:42][CH:41]=[CH:40][C:39]=2[CH3:44])[CH2:15]1)=[O:37]. The yield is 1.00. (7) The product is [CH2:7]([O:14][CH2:15][CH2:16][CH2:17][CH2:18][CH2:19][CH2:20][CH2:21][CH2:22][CH2:23][CH2:24][CH2:25]/[CH:26]=[CH:46]\[CH2:48][CH2:49][CH2:50][CH2:51][C:52]([O:54][CH3:55])=[O:53])[C:8]1[CH:9]=[CH:10][CH:11]=[CH:12][CH:13]=1. The catalyst is C1COCC1. The yield is 0.530. The reactants are [Li]CCCC.[Br-].[CH2:7]([O:14][CH2:15][CH2:16][CH2:17][CH2:18][CH2:19][CH2:20][CH2:21][CH2:22][CH2:23][CH2:24][CH2:25][CH2:26][P+](C1C=CC=CC=1)(C1C=CC=CC=1)C1C=CC=CC=1)[C:8]1[CH:13]=[CH:12][CH:11]=[CH:10][CH:9]=1.[CH:46]([CH2:48][CH2:49][CH2:50][CH2:51][C:52]([O:54][CH3:55])=[O:53])=O.[NH4+].[Cl-]. (8) The reactants are [Si:1]([O:8][C@@H:9]1[C@H:13]([CH2:14][O:15][Si:16]([C:19]([CH3:22])([CH3:21])[CH3:20])([CH3:18])[CH3:17])[CH2:12][C@@H:11]([O:23][C:24]2[C:29]([F:30])=[C:28](Cl)[N:27]=[CH:26][N:25]=2)[CH2:10]1)([C:4]([CH3:7])([CH3:6])[CH3:5])([CH3:3])[CH3:2].[CH3:32][O:33][C@H:34]1[CH2:42][C:41]2[C:36](=[CH:37][CH:38]=[CH:39][CH:40]=2)[C@H:35]1[NH2:43].C(=O)([O-])[O-].[Na+].[Na+]. The catalyst is C(Cl)Cl. The product is [Si:1]([O:8][C@@H:9]1[C@H:13]([CH2:14][O:15][Si:16]([C:19]([CH3:22])([CH3:21])[CH3:20])([CH3:18])[CH3:17])[CH2:12][C@@H:11]([O:23][C:24]2[N:25]=[CH:26][N:27]=[C:28]([NH:43][C@@H:35]3[C:36]4[C:41](=[CH:40][CH:39]=[CH:38][CH:37]=4)[CH2:42][C@@H:34]3[O:33][CH3:32])[C:29]=2[F:30])[CH2:10]1)([C:4]([CH3:7])([CH3:6])[CH3:5])([CH3:3])[CH3:2]. The yield is 0.910. (9) The reactants are [Cl:1][C:2]1[CH:3]=[C:4]([CH2:18][C:19]([O:21][CH2:22]C)=[O:20])[CH:5]=[CH:6][C:7]=1[O:8][C:9]1[N:13]([CH3:14])[N:12]=[C:11]([CH3:15])[C:10]=1[CH:16]=[O:17].O1CCCC1.CO.[BH4-].[Na+]. The catalyst is O. The product is [Cl:1][C:2]1[CH:3]=[C:4]([CH2:18][C:19]([O:21][CH3:22])=[O:20])[CH:5]=[CH:6][C:7]=1[O:8][C:9]1[N:13]([CH3:14])[N:12]=[C:11]([CH3:15])[C:10]=1[CH2:16][OH:17]. The yield is 0.680.